This data is from Full USPTO retrosynthesis dataset with 1.9M reactions from patents (1976-2016). The task is: Predict the reactants needed to synthesize the given product. (1) Given the product [NH2:8][CH2:9][C:10]1[CH:11]=[CH:12][C:13]([N:16]([CH3:41])[C:17]2[CH:22]=[CH:21][C:20]([C:23]([F:25])([F:26])[F:24])=[CH:19][C:18]=2[NH:27][C:28]([C:30]2[CH:38]=[C:37]([Cl:39])[C:36]([Cl:40])=[CH:35][C:31]=2[C:32]([OH:34])=[O:33])=[O:29])=[CH:14][CH:15]=1, predict the reactants needed to synthesize it. The reactants are: C(OC([NH:8][CH2:9][C:10]1[CH:15]=[CH:14][C:13]([N:16]([CH3:41])[C:17]2[CH:22]=[CH:21][C:20]([C:23]([F:26])([F:25])[F:24])=[CH:19][C:18]=2[NH:27][C:28]([C:30]2[CH:38]=[C:37]([Cl:39])[C:36]([Cl:40])=[CH:35][C:31]=2[C:32]([OH:34])=[O:33])=[O:29])=[CH:12][CH:11]=1)=O)(C)(C)C.Cl. (2) Given the product [CH:1]([NH:4][C:5]1[C:10]([C:11]([OH:13])=[O:12])=[CH:9][N:8]=[C:7]([S:16][CH3:17])[N:6]=1)([CH3:3])[CH3:2], predict the reactants needed to synthesize it. The reactants are: [CH:1]([NH:4][C:5]1[C:10]([C:11]([O:13]CC)=[O:12])=[CH:9][N:8]=[C:7]([S:16][CH3:17])[N:6]=1)([CH3:3])[CH3:2].[OH-].[Na+].